This data is from NCI-60 drug combinations with 297,098 pairs across 59 cell lines. The task is: Regression. Given two drug SMILES strings and cell line genomic features, predict the synergy score measuring deviation from expected non-interaction effect. (1) Drug 1: C#CCC(CC1=CN=C2C(=N1)C(=NC(=N2)N)N)C3=CC=C(C=C3)C(=O)NC(CCC(=O)O)C(=O)O. Drug 2: C1C(C(OC1N2C=NC3=C2NC=NCC3O)CO)O. Cell line: DU-145. Synergy scores: CSS=-4.99, Synergy_ZIP=2.01, Synergy_Bliss=1.66, Synergy_Loewe=-30.1, Synergy_HSA=-7.52. (2) Drug 1: C1=CC(=CC=C1CCC2=CNC3=C2C(=O)NC(=N3)N)C(=O)NC(CCC(=O)O)C(=O)O. Drug 2: CC1CCCC2(C(O2)CC(NC(=O)CC(C(C(=O)C(C1O)C)(C)C)O)C(=CC3=CSC(=N3)C)C)C. Cell line: SNB-75. Synergy scores: CSS=28.5, Synergy_ZIP=1.42, Synergy_Bliss=1.75, Synergy_Loewe=0.144, Synergy_HSA=0.487. (3) Drug 1: CC12CCC(CC1=CCC3C2CCC4(C3CC=C4C5=CN=CC=C5)C)O. Drug 2: CC(CN1CC(=O)NC(=O)C1)N2CC(=O)NC(=O)C2. Cell line: OVCAR3. Synergy scores: CSS=28.8, Synergy_ZIP=-3.82, Synergy_Bliss=7.94, Synergy_Loewe=4.77, Synergy_HSA=8.03. (4) Drug 1: C1=CC(=C2C(=C1NCCNCCO)C(=O)C3=C(C=CC(=C3C2=O)O)O)NCCNCCO. Drug 2: COC1=CC(=CC(=C1O)OC)C2C3C(COC3=O)C(C4=CC5=C(C=C24)OCO5)OC6C(C(C7C(O6)COC(O7)C8=CC=CS8)O)O. Cell line: SK-OV-3. Synergy scores: CSS=61.0, Synergy_ZIP=-4.59, Synergy_Bliss=0.991, Synergy_Loewe=1.12, Synergy_HSA=5.00. (5) Drug 1: CS(=O)(=O)CCNCC1=CC=C(O1)C2=CC3=C(C=C2)N=CN=C3NC4=CC(=C(C=C4)OCC5=CC(=CC=C5)F)Cl. Drug 2: C#CCC(CC1=CN=C2C(=N1)C(=NC(=N2)N)N)C3=CC=C(C=C3)C(=O)NC(CCC(=O)O)C(=O)O. Cell line: HOP-92. Synergy scores: CSS=19.3, Synergy_ZIP=1.70, Synergy_Bliss=1.03, Synergy_Loewe=-6.07, Synergy_HSA=0.0390.